From a dataset of Catalyst prediction with 721,799 reactions and 888 catalyst types from USPTO. Predict which catalyst facilitates the given reaction. (1) Reactant: [OH-].[Na+].C[O:4][C:5](=[O:31])[C:6]1[CH:11]=[CH:10][C:9]([O:12][CH2:13][CH2:14][CH2:15][CH:16]2[CH2:21][CH2:20][N:19]([C:22]3[CH:27]=[CH:26][C:25]([CH2:28][CH3:29])=[CH:24][N:23]=3)[CH2:18][CH2:17]2)=[CH:8][C:7]=1[CH3:30].Cl. Product: [CH2:28]([C:25]1[CH:26]=[CH:27][C:22]([N:19]2[CH2:18][CH2:17][CH:16]([CH2:15][CH2:14][CH2:13][O:12][C:9]3[CH:10]=[CH:11][C:6]([C:5]([OH:31])=[O:4])=[C:7]([CH3:30])[CH:8]=3)[CH2:21][CH2:20]2)=[N:23][CH:24]=1)[CH3:29]. The catalyst class is: 5. (2) Reactant: [F:1][C:2]1[CH:3]=[C:4]([NH:9][C:10]2[CH:15]=[CH:14][CH:13]=[CH:12][CH:11]=2)[C:5]([NH2:8])=[CH:6][CH:7]=1.[C:16]([O:20][C:21]([NH:23][C@@H:24]([CH2:28][CH3:29])[C:25](O)=O)=[O:22])([CH3:19])([CH3:18])[CH3:17].C1C=NC2N(O)N=NC=2C=1.CN1CCOCC1.Cl.CN(C)CCCN=C=NCC. Product: [C:16]([O:20][C:21](=[O:22])[NH:23][C@H:24]([C:25]1[N:9]([C:10]2[CH:15]=[CH:14][CH:13]=[CH:12][CH:11]=2)[C:4]2[CH:3]=[C:2]([F:1])[CH:7]=[CH:6][C:5]=2[N:8]=1)[CH2:28][CH3:29])([CH3:19])([CH3:18])[CH3:17]. The catalyst class is: 2. (3) Reactant: C(O)(C(F)(F)F)=O.C(OC(=O)[NH:14][CH2:15][CH2:16][C:17]1[O:21][N:20]=[C:19]([CH2:22][CH2:23]C)[N:18]=1)(C)(C)C. Product: [CH2:22]([C:19]1[N:18]=[C:17]([CH2:16][CH2:15][NH2:14])[O:21][N:20]=1)[CH3:23]. The catalyst class is: 2. (4) Reactant: [F:1][C:2]([F:34])([F:33])[C:3]1[CH:4]=[C:5]([C@H:13]([O:15][C@H:16]2[CH2:21][CH2:20][C@H:19]([CH2:22][OH:23])[C@@H:18]([CH2:24][OH:25])[C@@H:17]2[C:26]2[CH:31]=[CH:30][C:29]([F:32])=[CH:28][CH:27]=2)[CH3:14])[CH:6]=[C:7]([C:9]([F:12])([F:11])[F:10])[CH:8]=1.[C:35](Cl)(=[O:37])[CH3:36]. Product: [C:35]([O:23][CH2:22][C@H:19]1[CH2:20][CH2:21][C@H:16]([O:15][C@@H:13]([C:5]2[CH:4]=[C:3]([C:2]([F:1])([F:33])[F:34])[CH:8]=[C:7]([C:9]([F:10])([F:11])[F:12])[CH:6]=2)[CH3:14])[C@@H:17]([C:26]2[CH:27]=[CH:28][C:29]([F:32])=[CH:30][CH:31]=2)[C@@H:18]1[CH2:24][OH:25])(=[O:37])[CH3:36]. The catalyst class is: 4. (5) Reactant: [O:1]1[CH2:6][CH2:5][N:4]([CH:7]([C:24]2[CH:29]=[CH:28][CH:27]=[CH:26][CH:25]=2)[CH:8]2[CH2:13][CH2:12][N:11](C(OCC3C=CC=CC=3)=O)[CH2:10][CH2:9]2)[CH2:3][CH2:2]1.[H][H]. Product: [C:24]1([CH:7]([CH:8]2[CH2:13][CH2:12][NH:11][CH2:10][CH2:9]2)[N:4]2[CH2:3][CH2:2][O:1][CH2:6][CH2:5]2)[CH:25]=[CH:26][CH:27]=[CH:28][CH:29]=1. The catalyst class is: 19. (6) Reactant: [Si]([O:8][CH2:9][C:10]1([CH3:35])[S:16][CH2:15][CH2:14][N:13]2[C:17]([C:20]3([C:23]4[CH:28]=[CH:27][C:26]([C:29]5[CH:34]=[N:33][CH:32]=[CH:31][N:30]=5)=[CH:25][CH:24]=4)[CH2:22][CH2:21]3)=[N:18][N:19]=[C:12]2[CH2:11]1)(C(C)(C)C)(C)C.Cl. Product: [CH3:35][C:10]1([CH2:9][OH:8])[S:16][CH2:15][CH2:14][N:13]2[C:17]([C:20]3([C:23]4[CH:24]=[CH:25][C:26]([C:29]5[CH:34]=[N:33][CH:32]=[CH:31][N:30]=5)=[CH:27][CH:28]=4)[CH2:22][CH2:21]3)=[N:18][N:19]=[C:12]2[CH2:11]1. The catalyst class is: 5. (7) Reactant: Cl.[Br:2][C:3]1[CH:4]=[C:5]2[C:13](=[CH:14][CH:15]=1)[N:12]([CH2:16][C:17]1[CH:22]=[CH:21][CH:20]=[C:19]([F:23])[CH:18]=1)[C:11]1[CH2:10][CH2:9][CH:8]([NH2:24])[CH2:7][C:6]2=1.[CH2:25](N(CC)CC)[CH3:26].Cl.O.CCO[C:37]([CH3:39])=[O:38]. Product: [Br:2][C:3]1[CH:4]=[C:5]2[C:13](=[CH:14][CH:15]=1)[N:12]([CH2:16][C:17]1[CH:22]=[CH:21][CH:20]=[C:19]([F:23])[CH:18]=1)[C:11]1[CH2:10][CH2:9][CH:8]([NH:24][C:37]([CH:39]3[CH2:26][CH2:25]3)=[O:38])[CH2:7][C:6]2=1. The catalyst class is: 4. (8) Reactant: [F:1][C:2]1[CH:11]=[C:10]([CH:12]=[O:13])[CH:9]=[CH:8][C:3]=1[C:4]([NH:6][CH3:7])=[O:5].[BH4-].[Na+]. Product: [F:1][C:2]1[CH:11]=[C:10]([CH2:12][OH:13])[CH:9]=[CH:8][C:3]=1[C:4]([NH:6][CH3:7])=[O:5]. The catalyst class is: 98. (9) Reactant: C[C@@H:2]1[CH:6]([NH:7][CH3:8])[CH2:5][CH2:4][N:3]1[C:9]1[C:10]2[CH:17]=[CH:16][NH:15][C:11]=2[N:12]=[CH:13][N:14]=1.[Cl:18][C:19]1[N:24]=[C:23](Cl)[CH:22]=[CH:21][N:20]=1.CCN(C(C)C)C(C)C.O. Product: [N:12]1[C:11]2[NH:15][CH:16]=[CH:17][C:10]=2[C:9]([N:3]2[CH2:4][CH2:5][C@@H:6]([N:7]([CH3:8])[C:21]3[CH:22]=[CH:23][N:24]=[C:19]([Cl:18])[N:20]=3)[CH2:2]2)=[N:14][CH:13]=1. The catalyst class is: 3.